Dataset: NCI-60 drug combinations with 297,098 pairs across 59 cell lines. Task: Regression. Given two drug SMILES strings and cell line genomic features, predict the synergy score measuring deviation from expected non-interaction effect. (1) Drug 1: C1=C(C(=O)NC(=O)N1)N(CCCl)CCCl. Drug 2: C1=CC=C(C=C1)NC(=O)CCCCCCC(=O)NO. Cell line: 786-0. Synergy scores: CSS=42.6, Synergy_ZIP=-0.00240, Synergy_Bliss=-1.43, Synergy_Loewe=-2.13, Synergy_HSA=-0.438. (2) Drug 1: CC1=C(C(CCC1)(C)C)C=CC(=CC=CC(=CC(=O)O)C)C. Drug 2: CC1=C(N=C(N=C1N)C(CC(=O)N)NCC(C(=O)N)N)C(=O)NC(C(C2=CN=CN2)OC3C(C(C(C(O3)CO)O)O)OC4C(C(C(C(O4)CO)O)OC(=O)N)O)C(=O)NC(C)C(C(C)C(=O)NC(C(C)O)C(=O)NCCC5=NC(=CS5)C6=NC(=CS6)C(=O)NCCC[S+](C)C)O. Cell line: OVCAR-4. Synergy scores: CSS=10.1, Synergy_ZIP=-2.40, Synergy_Bliss=0.0891, Synergy_Loewe=-1.74, Synergy_HSA=1.60. (3) Drug 1: COC1=CC(=CC(=C1O)OC)C2C3C(COC3=O)C(C4=CC5=C(C=C24)OCO5)OC6C(C(C7C(O6)COC(O7)C8=CC=CS8)O)O. Drug 2: C1=CC(=CC=C1CCCC(=O)O)N(CCCl)CCCl. Cell line: SW-620. Synergy scores: CSS=33.0, Synergy_ZIP=-11.9, Synergy_Bliss=-10.6, Synergy_Loewe=-10.7, Synergy_HSA=-5.42. (4) Drug 1: C1=NC2=C(N=C(N=C2N1C3C(C(C(O3)CO)O)F)Cl)N. Drug 2: CC1=C(C(=O)C2=C(C1=O)N3CC4C(C3(C2COC(=O)N)OC)N4)N. Cell line: A498. Synergy scores: CSS=28.0, Synergy_ZIP=-8.12, Synergy_Bliss=-2.84, Synergy_Loewe=-5.47, Synergy_HSA=-2.57. (5) Drug 1: CN(C)N=NC1=C(NC=N1)C(=O)N. Drug 2: C1=CN(C(=O)N=C1N)C2C(C(C(O2)CO)O)O.Cl. Cell line: OVCAR-8. Synergy scores: CSS=39.0, Synergy_ZIP=-2.70, Synergy_Bliss=-7.15, Synergy_Loewe=-52.8, Synergy_HSA=-8.25. (6) Drug 1: C1=CC(=C2C(=C1NCCNCCO)C(=O)C3=C(C=CC(=C3C2=O)O)O)NCCNCCO. Drug 2: C1=CN(C(=O)N=C1N)C2C(C(C(O2)CO)O)O.Cl. Cell line: COLO 205. Synergy scores: CSS=61.0, Synergy_ZIP=-2.85, Synergy_Bliss=-3.99, Synergy_Loewe=2.63, Synergy_HSA=5.13. (7) Synergy scores: CSS=43.7, Synergy_ZIP=-2.79, Synergy_Bliss=-0.381, Synergy_Loewe=-0.612, Synergy_HSA=2.74. Drug 2: CN(C(=O)NC(C=O)C(C(C(CO)O)O)O)N=O. Cell line: K-562. Drug 1: C1=NC2=C(N1)C(=S)N=CN2. (8) Drug 1: C1CCN(CC1)CCOC2=CC=C(C=C2)C(=O)C3=C(SC4=C3C=CC(=C4)O)C5=CC=C(C=C5)O. Drug 2: COCCOC1=C(C=C2C(=C1)C(=NC=N2)NC3=CC=CC(=C3)C#C)OCCOC.Cl. Cell line: T-47D. Synergy scores: CSS=15.0, Synergy_ZIP=-2.61, Synergy_Bliss=-1.79, Synergy_Loewe=0.365, Synergy_HSA=0.996. (9) Drug 1: CC1C(C(CC(O1)OC2CC(CC3=C2C(=C4C(=C3O)C(=O)C5=C(C4=O)C(=CC=C5)OC)O)(C(=O)C)O)N)O.Cl. Drug 2: CC12CCC3C(C1CCC2OP(=O)(O)O)CCC4=C3C=CC(=C4)OC(=O)N(CCCl)CCCl.[Na+]. Cell line: CCRF-CEM. Synergy scores: CSS=26.6, Synergy_ZIP=-0.717, Synergy_Bliss=-0.207, Synergy_Loewe=-41.5, Synergy_HSA=0.726.